Task: Predict the product of the given reaction.. Dataset: Forward reaction prediction with 1.9M reactions from USPTO patents (1976-2016) (1) Given the reactants [F:1][C:2]1[CH:7]=[C:6]([OH:8])[CH:5]=[C:4]([F:9])[C:3]=1[NH:10][C:11](=[NH:22])[CH2:12][C:13]([C:15]1[CH:20]=[CH:19][C:18]([F:21])=[CH:17][CH:16]=1)=[O:14].[C:23](OC)(=[O:26])[C:24]#[CH:25], predict the reaction product. The product is: [NH2:22][C:11]1[N:10]([C:3]2[C:2]([F:1])=[CH:7][C:6]([OH:8])=[CH:5][C:4]=2[F:9])[C:23](=[O:26])[CH:24]=[CH:25][C:12]=1[C:13](=[O:14])[C:15]1[CH:20]=[CH:19][C:18]([F:21])=[CH:17][CH:16]=1. (2) The product is: [O:41]=[S:2]1(=[O:1])[CH2:3][CH:4]=[C:5]([C:8]2[CH:13]=[CH:12][C:11]([C:14]3[C:15]4[CH:22]=[C:21]([CH2:23][O:24][C:25]5[CH:26]=[CH:27][C:28]([C@@H:31]([C:37]#[C:38][CH3:39])[CH2:32][C:33]([OH:35])=[O:34])=[CH:29][CH:30]=5)[CH:20]=[CH:19][C:16]=4[S:17][CH:18]=3)=[C:10]([CH3:40])[CH:9]=2)[CH2:6][CH2:7]1. Given the reactants [O:1]=[S:2]1(=[O:41])[CH2:7][CH:6]=[C:5]([C:8]2[CH:13]=[CH:12][C:11]([C:14]3[C:15]4[CH:22]=[C:21]([CH2:23][O:24][C:25]5[CH:30]=[CH:29][C:28]([C@@H:31]([C:37]#[C:38][CH3:39])[CH2:32][C:33]([O:35]C)=[O:34])=[CH:27][CH:26]=5)[CH:20]=[CH:19][C:16]=4[S:17][CH:18]=3)=[C:10]([CH3:40])[CH:9]=2)[CH2:4][CH2:3]1.[Li+].[OH-].Cl, predict the reaction product. (3) Given the reactants [N+:1]([C:4]1[CH:31]=[CH:30][C:7]([O:8][C:9]2[CH:14]=[CH:13][N:12]=[C:11]([NH:15][C:16]([N:18]3[CH2:23][CH2:22][CH:21]([N:24]4[CH2:29][CH2:28][CH2:27][CH2:26][CH2:25]4)[CH2:20][CH2:19]3)=[O:17])[CH:10]=2)=[CH:6][CH:5]=1)([O-])=O.[H][H].CCCCCC, predict the reaction product. The product is: [NH2:1][C:4]1[CH:5]=[CH:6][C:7]([O:8][C:9]2[CH:14]=[CH:13][N:12]=[C:11]([NH:15][C:16]([N:18]3[CH2:19][CH2:20][CH:21]([N:24]4[CH2:29][CH2:28][CH2:27][CH2:26][CH2:25]4)[CH2:22][CH2:23]3)=[O:17])[CH:10]=2)=[CH:30][CH:31]=1. (4) Given the reactants C([O:4][C:5]1[CH:32]=[CH:31][CH:30]=[CH:29][C:6]=1[C:7]([NH:9][C:10]1[CH:22]=[C:21]([C:23]2[CH:28]=[CH:27][CH:26]=[CH:25][CH:24]=2)[CH:20]=[CH:19][C:11]=1[C:12]([O:14]C(C)(C)C)=[O:13])=[O:8])(=O)C, predict the reaction product. The product is: [OH:4][C:5]1[CH:32]=[CH:31][CH:30]=[CH:29][C:6]=1[C:7]([NH:9][C:10]1[CH:22]=[C:21]([C:23]2[CH:28]=[CH:27][CH:26]=[CH:25][CH:24]=2)[CH:20]=[CH:19][C:11]=1[C:12]([OH:14])=[O:13])=[O:8]. (5) Given the reactants C[O:2][N:3]=[C:4]1[CH2:7][CH2:6][CH:5]1[N:8]1[CH2:13][CH2:12][CH:11]([CH2:14][C:15]2[CH:20]=[CH:19][C:18]([Cl:21])=[CH:17][CH:16]=2)[CH2:10][CH2:9]1.Cl, predict the reaction product. The product is: [NH4+:3].[OH-:2].[Cl:21][C:18]1[CH:17]=[CH:16][C:15]([CH2:14][CH:11]2[CH2:12][CH2:13][N:8]([C@H:5]3[CH2:6][CH2:7][C@H:4]3[NH2:3])[CH2:9][CH2:10]2)=[CH:20][CH:19]=1. (6) Given the reactants [Br:1][C:2]1[CH:3]=[CH:4][C:5]([OH:10])=[C:6]([CH:9]=1)[CH:7]=[O:8].C([O-])([O-])=O.[K+].[K+].[Cl:17][C:18]1[CH:25]=[CH:24][C:21]([CH2:22]Cl)=[CH:20][CH:19]=1.CCOC(C)=O.O, predict the reaction product. The product is: [Br:1][C:2]1[CH:3]=[CH:4][C:5]([O:10][CH2:22][C:21]2[CH:24]=[CH:25][C:18]([Cl:17])=[CH:19][CH:20]=2)=[C:6]([CH:9]=1)[CH:7]=[O:8]. (7) Given the reactants [CH2:1]([S:3][C:4]1[C:5]([C:20]([OH:22])=O)=[N:6][CH:7]=[C:8]([O:10][CH2:11][C:12]2[CH:17]=[CH:16][C:15]([O:18][CH3:19])=[CH:14][CH:13]=2)[CH:9]=1)[CH3:2].[CH3:23][NH:24][C:25]1[CH:26]=[N:27][C:28]([C:32]([F:35])([F:34])[F:33])=[CH:29][C:30]=1[NH2:31].CCN=C=NCCCN(C)C.Cl, predict the reaction product. The product is: [CH2:1]([S:3][C:4]1[C:5]([C:20]([NH:31][C:30]2[C:25]([NH:24][CH3:23])=[CH:26][N:27]=[C:28]([C:32]([F:35])([F:33])[F:34])[CH:29]=2)=[O:22])=[N:6][CH:7]=[C:8]([O:10][CH2:11][C:12]2[CH:13]=[CH:14][C:15]([O:18][CH3:19])=[CH:16][CH:17]=2)[CH:9]=1)[CH3:2].